Dataset: Reaction yield outcomes from USPTO patents with 853,638 reactions. Task: Predict the reaction yield, written as a fraction of the theoretical maximum amount of product (1.0 means a 100% yield; for example, 0.34 means a 34% yield). The reactants are P(N)([O-])[O-].[CH3:5][O:6][C:7]1[CH:14]=[CH:13][C:10]([CH:11]=[CH2:12])=[CH:9][CH:8]=1.[C:15]1(=[O:21])[CH2:20][CH2:19][CH2:18][CH:17]=[CH:16]1.C[Si](Cl)(C)C. The catalyst is CCOCC.C(Cl)Cl.[Cu].C1C=CC=CC=1. The product is [CH3:5][O:6][C:7]1[CH:14]=[CH:13][C:10]([CH2:11][CH2:12][C@H:17]2[CH2:18][CH2:19][CH2:20][C:15](=[O:21])[CH2:16]2)=[CH:9][CH:8]=1. The yield is 0.480.